From a dataset of Retrosynthesis with 50K atom-mapped reactions and 10 reaction types from USPTO. Predict the reactants needed to synthesize the given product. (1) Given the product NS(=O)(=O)c1ccccc1S(=O)Cc1ccccc1, predict the reactants needed to synthesize it. The reactants are: NS(=O)(=O)c1ccccc1SCc1ccccc1.OO. (2) Given the product C=CCOC(=O)Nc1cnc(C(=O)OC)cn1, predict the reactants needed to synthesize it. The reactants are: C=CCOC(=O)Cl.COC(=O)c1cnc(N)cn1. (3) Given the product COc1cc(Cl)cc(C=O)c1, predict the reactants needed to synthesize it. The reactants are: CN(C)C=O.COc1cc(Cl)cc(Cl)c1. (4) Given the product CCOC(=O)Cc1csc(NS(=O)(=O)c2c(Cl)cc(Cl)cc2Cl)n1, predict the reactants needed to synthesize it. The reactants are: CCOC(=O)Cc1csc(N)n1.O=S(=O)(Cl)c1c(Cl)cc(Cl)cc1Cl.